This data is from TCR-epitope binding with 47,182 pairs between 192 epitopes and 23,139 TCRs. The task is: Binary Classification. Given a T-cell receptor sequence (or CDR3 region) and an epitope sequence, predict whether binding occurs between them. (1) The epitope is EILDITPCSF. The TCR CDR3 sequence is CASSLELVREQYF. Result: 1 (the TCR binds to the epitope). (2) The epitope is AVFDRKSDAK. Result: 1 (the TCR binds to the epitope). The TCR CDR3 sequence is CASSPRTEPHQPQHF. (3) The epitope is NLWNTFTRL. The TCR CDR3 sequence is CAISRRTSWGSDTQYF. Result: 0 (the TCR does not bind to the epitope). (4) The epitope is VTEHDTLLY. The TCR CDR3 sequence is CASSLEAGDQPQHF. Result: 1 (the TCR binds to the epitope). (5) The epitope is YLNTLTLAV. Result: 1 (the TCR binds to the epitope). The TCR CDR3 sequence is CASSLGDEQFF. (6) The epitope is AVFDRKSDAK. The TCR CDR3 sequence is CASRTSGSSYNEQFF. Result: 0 (the TCR does not bind to the epitope). (7) The epitope is YLDAYNMMI. The TCR CDR3 sequence is CASSYSGTTPYEQYF. Result: 0 (the TCR does not bind to the epitope). (8) The epitope is LLMPILTLT. The TCR CDR3 sequence is CASSPYYTYEQYF. Result: 0 (the TCR does not bind to the epitope). (9) The epitope is GTSGSPIINR. The TCR CDR3 sequence is CASSLEDRGYTEAFF. Result: 0 (the TCR does not bind to the epitope).